This data is from Reaction yield outcomes from USPTO patents with 853,638 reactions. The task is: Predict the reaction yield, written as a fraction of the theoretical maximum amount of product (1.0 means a 100% yield; for example, 0.34 means a 34% yield). The yield is 0.660. The product is [NH2:8][C@H:9]([C:11]([NH:13][CH:14]1[N:20]=[C:19]([C:21]2[CH:26]=[CH:25][CH:24]=[CH:23][N:22]=2)[C:18]2[CH:27]=[CH:28][CH:29]=[CH:30][C:17]=2[N:16]([CH3:31])[C:15]1=[O:32])=[O:12])[CH3:10]. The catalyst is C(Cl)Cl. The reactants are C(OC([NH:8][C@H:9]([C:11]([NH:13][CH:14]1[N:20]=[C:19]([C:21]2[CH:26]=[CH:25][CH:24]=[CH:23][N:22]=2)[C:18]2[CH:27]=[CH:28][CH:29]=[CH:30][C:17]=2[N:16]([CH3:31])[C:15]1=[O:32])=[O:12])[CH3:10])=O)(C)(C)C.C(O)(C(F)(F)F)=O.